Dataset: Experimentally validated miRNA-target interactions with 360,000+ pairs, plus equal number of negative samples. Task: Binary Classification. Given a miRNA mature sequence and a target amino acid sequence, predict their likelihood of interaction. (1) The miRNA is hsa-miR-335-5p with sequence UCAAGAGCAAUAACGAAAAAUGU. The protein sequence of the target gene is MAASGKTSKSEPNHVIFKKISRDKSVTIYLGNRDYIDHVSQVQPVDGVVLVDPDLVKGKKVYVTLTCAFRYGQEDIDVIGLTFRRDLYFSRVQVYPPVGAASTPTKLQESLLKKLGSNTYPFLLTFPDYLPCSVMLQPAPQDSGKSCGVDFEVKAFATDSTDAEEDKIPKKSSVRLLIRKVQHAPLEMGPQPRAEAAWQFFMSDKPLHLAVSLNKEIYFHGEPIPVTVTVTNNTEKTVKKIKAFVEQVANVVLYSSDYYVKPVAMEEAQEKVPPNSTLTKTLTLLPLLANNRERRGIALD.... Result: 1 (interaction). (2) The miRNA is hsa-miR-4482-5p with sequence AACCCAGUGGGCUAUGGAAAUG. The protein sequence of the target gene is MSAQESCLSLIKYFLFVFNLFFFVLGSLIFCFGIWILIDKTSFVSFVGLAFVPLQIWSKVLAISGIFTMGIALLGCVGALKELRCLLGLYFGMLLLLFATQITLGILISTQRAQLERSLRDVVEKTIQKYGTNPEETAAEESWDYVQFQLRCCGWHYPQDWFQVLILRGNGSEAHRVPCSCYNLSATNDSTILDKVILPQLSRLGHLARSRHSADICAVPAESHIYREGCAQGLQKWLHNNLISIVGICLGVGLLELGFMTLSIFLCRNLDHVYNRLARYR. Result: 0 (no interaction). (3) The miRNA is hsa-miR-874-5p with sequence CGGCCCCACGCACCAGGGUAAGA. The protein sequence of the target gene is MSSSHSRAGQSAAGAAPGGGVDTRDAEMPATEKDLAEDAPWKKIQQNTFTRWCNEHLKCVSKRIANLQTDLSDGLRLIALLEVLSQKKMHRKHNQRPTFRQMQLENVSVALEFLDRESIKLVSIDSKAIVDGNLKLILGLIWTLILHYSISMPMWDEEEDEEAKKQTPKQRLLGWIQNKLPQLPITNFSRDWQSGRALGALVDSCAPGLCPDWDSWDASKPVTNAREAMQQADDWLGIPQVITPEEIVDPNVDEHSVMTYLSQFPKAKLKPGAPLRPKLNPKKARAYGPGIEPTGNMVKK.... Result: 0 (no interaction). (4) The miRNA is hsa-miR-3672 with sequence AUGAGACUCAUGUAAAACAUCUU. The protein sequence of the target gene is MTSLLTTPSPREELMTTPILQPTEALSPEDGASTALIAVVITVVFLTLLSVVILIFFYLYKNKGSYVTYEPTEGEPSAIVQMESDLAKGSEKEEYFI. Result: 1 (interaction). (5) Result: 1 (interaction). The miRNA is hsa-miR-3157-5p with sequence UUCAGCCAGGCUAGUGCAGUCU. The protein sequence of the target gene is MSHAVTIEEPQAQPQVSQTRYRERSRAGSHISSNRAYDFLYDPLFIVSSEKDHTQANIQATLIRSRLRKVPRFKTMFSNLIHYPRYSLYWSKSDPVPPFISREWKGHKEKHREALRQLTTTDASFQMPKEVYEDPEVTGKNRYKYFERPFLPFFQQMPFNVVYAVSKAEPYTFPPTSTKHLSIPSKSTVGTQTDYRDADVQTDPYSAEYVVCQDSIPELLTLATLTWGRGLPAGQAEVEMIERAREKRAWEASLPALSDTSQFEKRRKMMNEMERKEWAFREQEIEKLQEIRLEVLKELL.... (6) The miRNA is mmu-miR-3962 with sequence AGGUAGUAGUUUGUACAUUU. The protein sequence of the target gene is MRTLRRLKFMSSPSLSDLGKREPGAAGTDERGTQQRRACANATWNSIHNGVIAVFQRKGLPDQELFILNEGVRQLLKTELGSFFTEYLQNQLLTKGMVILRDKIRFYEGQKLLDSLAETWDFFFSDVLPTLQAIFYPVQGKEPSVRQLALLHFRNTITLSVKLEDALARSHARVPPAIAQMLLVLQGVHESRGVTEDYLRLETLIQKVVSPYLGTYGLYSNEGPCTHSCILEKRFLRRSRSGDILAKNPVVRSKSYNTPLLNPVAEHEAEGTAASGTSIRRHSVSEMTSCPEPQGFVDTP.... Result: 0 (no interaction). (7) The miRNA is hsa-let-7c-5p with sequence UGAGGUAGUAGGUUGUAUGGUU. The protein sequence of the target gene is MERDEPPPSGGGGGGGSAGFLEPPAALPPPPRNGFCQDELAELDPGTISVSDDRAEQRTCLICGDRATGLHYGIISCEGCKGFFKRSICNKRVYRCSRDKNCVMSRKQRNRCQYCRLLKCLQMGMNRKAIREDGMPGGRNKSIGPVQISEEEIERIMSGQEFEEEANHWSNHGDSDHSSPGNRASESNQPSPGSTLSSSRSVELNGFMAFREQYMGMSVPPHYQYIPHLFSYSGHSPLLPQQARSLDPQSYSLIHQLLSAEDLEPLGTPMLIEDGYAVTQAELFALLCRLADELLFRQIA.... Result: 1 (interaction).